This data is from Forward reaction prediction with 1.9M reactions from USPTO patents (1976-2016). The task is: Predict the product of the given reaction. (1) Given the reactants [CH3:1][O:2][C:3]1[CH:4]=[C:5]2[C:10](=[CH:11][CH:12]=1)[CH:9]=[C:8]([C@H:13]([CH3:17])[C:14]([OH:16])=[O:15])[CH:7]=[CH:6]2.[NH2:18]C1(CC#C)CCN(C)C1=O, predict the reaction product. The product is: [CH3:1][O:2][C:3]1[CH:4]=[C:5]2[C:10](=[CH:11][CH:12]=1)[CH:9]=[C:8]([C@H:13]([CH3:17])[C:14]([O-:16])=[O:15])[CH:7]=[CH:6]2.[NH4+:18]. (2) Given the reactants [CH3:1][O:2][C:3]1[C:13]([O:14][CH3:15])=[CH:12][C:6]2[CH2:7][CH2:8][NH:9][CH2:10][CH2:11][C:5]=2[CH:4]=1.C([Li])CCC.[C:21]1(=[O:26])[O:25][CH2:24][CH2:23][CH2:22]1.[Cl-].[NH4+], predict the reaction product. The product is: [CH3:1][O:2][C:3]1[C:13]([O:14][CH3:15])=[CH:12][C:6]2[CH2:7][CH2:8][N:9]([C:24](=[O:25])[CH2:23][CH2:22][CH2:21][OH:26])[CH2:10][CH2:11][C:5]=2[CH:4]=1. (3) Given the reactants [NH2:1][C:2]1[N:7]=[CH:6][C:5]([C:8]2[CH:9]=[C:10]([NH2:19])[C:11]([NH:14][C:15]([CH3:18])([CH3:17])[CH3:16])=[CH:12][CH:13]=2)=[CH:4][N:3]=1.[Cl:20][C:21]1[CH:22]=[CH:23][C:24]([C:29]2[O:33][N:32]=[C:31]([CH3:34])[N:30]=2)=[C:25]([CH:28]=1)[CH:26]=O.OOS([O-])=O.[K+], predict the reaction product. The product is: [C:15]([N:14]1[C:11]2[CH:12]=[CH:13][C:8]([C:5]3[CH:4]=[N:3][C:2]([NH2:1])=[N:7][CH:6]=3)=[CH:9][C:10]=2[N:19]=[C:26]1[C:25]1[CH:28]=[C:21]([Cl:20])[CH:22]=[CH:23][C:24]=1[C:29]1[O:33][N:32]=[C:31]([CH3:34])[N:30]=1)([CH3:16])([CH3:18])[CH3:17]. (4) Given the reactants [F:1][C:2]1[C:3]2[NH:10][CH:9]=[CH:8][C:4]=2[CH:5]=[N:6][CH:7]=1.C1C(=O)N([I:18])C(=O)C1, predict the reaction product. The product is: [F:1][C:2]1[C:3]2[NH:10][CH:9]=[C:8]([I:18])[C:4]=2[CH:5]=[N:6][CH:7]=1. (5) Given the reactants [N+]([C:4]1[CH:5]=[C:6]([CH:20]=[CH:21][CH:22]=1)[CH2:7][O:8][N:9]1C(=O)C2=CC=CC=C2C1=O)([O-])=O.[CH2:23](O)[CH3:24].O.NN.[Cl:29][CH2:30]Cl, predict the reaction product. The product is: [ClH:29].[CH:23]([C:22]1[CH:4]=[CH:5][C:6]([CH2:7][O:8][NH2:9])=[CH:20][CH:21]=1)([CH3:24])[CH3:30]. (6) Given the reactants [Cl:1][C:2]1[CH:3]=[C:4]([CH:8]=[CH:9][N:10]=1)[C:5]([OH:7])=[O:6].[C:11](=O)([O-])[O-].[K+].[K+].CI.C(OCC)(=O)C, predict the reaction product. The product is: [Cl:1][C:2]1[CH:3]=[C:4]([CH:8]=[CH:9][N:10]=1)[C:5]([O:7][CH3:11])=[O:6]. (7) The product is: [NH2:25][C:8]1[C:7]2[N:6]=[C:5]([NH:18][C:19](=[O:22])[O:20][CH3:21])[N:4]([CH2:3][CH:2]([CH3:23])[CH3:1])[C:16]=2[C:15]2[N:14]=[CH:13][CH:12]=[CH:11][C:10]=2[N:9]=1. Given the reactants [CH3:1][CH:2]([CH3:23])[CH2:3][N:4]1[C:16]2[C:15]3[N:14]=[CH:13][CH:12]=[CH:11][C:10]=3[N+:9]([O-])=[CH:8][C:7]=2[N:6]=[C:5]1[NH:18][C:19](=[O:22])[O:20][CH3:21].[OH-].[NH4+:25].C1(S(Cl)(=O)=O)C=CC=CC=1, predict the reaction product.